From a dataset of Reaction yield outcomes from USPTO patents with 853,638 reactions. Predict the reaction yield, written as a fraction of the theoretical maximum amount of product (1.0 means a 100% yield; for example, 0.34 means a 34% yield). (1) The reactants are [CH3:1][N:2]1[C:6](=[O:7])[CH2:5][C:4]([CH3:8])=[N:3]1.CC1C=CC=C(C)N=1.[S:17](O[S:17]([C:20]([F:23])([F:22])[F:21])(=[O:19])=[O:18])([C:20]([F:23])([F:22])[F:21])(=[O:19])=[O:18]. The catalyst is ClCCl. The product is [F:21][C:20]([F:23])([F:22])[S:17]([O:7][CH:6]1[N:2]([CH3:1])[N:3]=[C:4]([CH3:8])[CH2:5]1)(=[O:19])=[O:18]. The yield is 0.170. (2) The reactants are [C:1]([O:8][CH3:9])(=[O:7])[CH2:2][C:3]([O:5][CH3:6])=[O:4].[F:10][C:11]1[CH:16]=[CH:15][C:14]([N:17]2[C:25]3[C:20](=[CH:21][C:22]([CH:26]=O)=[CH:23][CH:24]=3)[CH:19]=[N:18]2)=[CH:13][CH:12]=1. The catalyst is C1C=CC=CC=1.C(O)(=O)C. The product is [F:10][C:11]1[CH:12]=[CH:13][C:14]([N:17]2[C:25]3[C:20](=[CH:21][C:22]([CH:26]=[C:2]([C:1]([O:8][CH3:9])=[O:7])[C:3]([O:5][CH3:6])=[O:4])=[CH:23][CH:24]=3)[CH:19]=[N:18]2)=[CH:15][CH:16]=1. The yield is 0.870. (3) The reactants are [NH2:1][C:2]1[CH:10]=[CH:9][C:8]([Br:11])=[CH:7][C:3]=1[C:4](O)=[O:5].[CH3:12][NH:13][CH:14]=O. No catalyst specified. The product is [Br:11][C:8]1[CH:7]=[C:3]2[C:2](=[CH:10][CH:9]=1)[N:1]=[CH:12][N:13]([CH3:14])[C:4]2=[O:5]. The yield is 0.950. (4) The reactants are [F:1][C:2]1[CH:18]=[CH:17][C:5]([O:6][C:7]2[CH:12]=[CH:11][C:10]([CH2:13][CH2:14][NH:15][CH3:16])=[CH:9][CH:8]=2)=[CH:4][CH:3]=1.CS[C:21]1[NH:22][CH:23]=[C:24]([CH2:28][C:29]2[CH:30]=[N:31][CH:32]=[N:33][CH:34]=2)[C:25](=[O:27])[N:26]=1. The catalyst is C(O)C. The product is [F:1][C:2]1[CH:18]=[CH:17][C:5]([O:6][C:7]2[CH:12]=[CH:11][C:10]([CH2:13][CH2:14][N:15]([CH3:16])[C:21]3[NH:22][CH:23]=[C:24]([CH2:28][C:29]4[CH:30]=[N:31][CH:32]=[N:33][CH:34]=4)[C:25](=[O:27])[N:26]=3)=[CH:9][CH:8]=2)=[CH:4][CH:3]=1. The yield is 0.200. (5) The reactants are [CH:1]1([N:4]([CH:18]2[CH2:23][CH2:22][NH:21][CH2:20][CH2:19]2)[S:5]([C:8]2[CH:13]=[CH:12][CH:11]=[C:10]([C:14]([F:17])([F:16])[F:15])[CH:9]=2)(=[O:7])=[O:6])[CH2:3][CH2:2]1.C1C=CC2N(O)N=NC=2C=1.CCN=C=NCCCN(C)C.[C:45]([O:49][C:50]([NH:52][C@H:53]1[CH2:57][CH2:56][CH2:55][C@H:54]1[C:58](O)=[O:59])=[O:51])([CH3:48])([CH3:47])[CH3:46]. The catalyst is C(Cl)Cl.C(Cl)(Cl)Cl. The product is [C:45]([O:49][C:50](=[O:51])[NH:52][C@@H:53]1[CH2:57][CH2:56][CH2:55][C@@H:54]1[C:58]([N:21]1[CH2:22][CH2:23][CH:18]([N:4]([CH:1]2[CH2:3][CH2:2]2)[S:5]([C:8]2[CH:13]=[CH:12][CH:11]=[C:10]([C:14]([F:17])([F:15])[F:16])[CH:9]=2)(=[O:6])=[O:7])[CH2:19][CH2:20]1)=[O:59])([CH3:48])([CH3:46])[CH3:47]. The yield is 0.990. (6) The reactants are [OH-].[Na+].C([O:5][C:6]([C:8]1[C:18]2=[C:19]3[C:14](=[CH:15][CH:16]=[CH:17]2)[CH2:13][CH2:12][CH2:11][N:10]3[CH:9]=1)=[O:7])C. The catalyst is C(O)C.O. The product is [C:8]1([C:6]([OH:7])=[O:5])[C:18]2=[C:19]3[C:14](=[CH:15][CH:16]=[CH:17]2)[CH2:13][CH2:12][CH2:11][N:10]3[CH:9]=1. The yield is 0.850. (7) The reactants are C([O:3][C:4](=[O:45])[CH:5]([O:7][P:8]([CH2:17][CH2:18][NH:19][C:20]([C:22]1[C:23]2[CH:24]=[CH:25][CH:26]=[N:27][C:28]=2[C:29]([OH:44])=[C:30]2[C:34](=[O:35])[N:33]([CH2:36][C:37]3[CH:42]=[CH:41][C:40]([F:43])=[CH:39][CH:38]=3)[CH2:32][C:31]=12)=[O:21])([O:10]C1C=CC=CC=1)=[O:9])[CH3:6])C.O.[OH-].[Na+]. The catalyst is C(#N)C. The product is [F:43][C:40]1[CH:39]=[CH:38][C:37]([CH2:36][N:33]2[C:34](=[O:35])[C:30]3[C:31](=[C:22]([C:20]([NH:19][CH2:18][CH2:17][P:8]([OH:10])([O:7][CH:5]([CH3:6])[C:4]([OH:45])=[O:3])=[O:9])=[O:21])[C:23]4[CH:24]=[CH:25][CH:26]=[N:27][C:28]=4[C:29]=3[OH:44])[CH2:32]2)=[CH:42][CH:41]=1. The yield is 0.600.